From a dataset of Catalyst prediction with 721,799 reactions and 888 catalyst types from USPTO. Predict which catalyst facilitates the given reaction. (1) Reactant: [Cl:1][C:2]1[C:7]2[O:8][C:9]3[CH2:14][CH2:13][NH:12][CH:11]([CH2:15][OH:16])[C:10]=3[C:6]=2[CH:5]=[C:4]([S:17]([C:20]2[CH:25]=[CH:24][CH:23]=[CH:22][CH:21]=2)(=[O:19])=[O:18])[CH:3]=1.Cl. Product: [ClH:1].[Cl:1][C:2]1[C:7]2[O:8][C:9]3[CH2:14][CH2:13][NH:12][CH:11]([CH2:15][OH:16])[C:10]=3[C:6]=2[CH:5]=[C:4]([S:17]([C:20]2[CH:25]=[CH:24][CH:23]=[CH:22][CH:21]=2)(=[O:19])=[O:18])[CH:3]=1. The catalyst class is: 5. (2) Reactant: [CH3:1][O:2][C:3]1([C:23]([O:25]C)=[O:24])[CH2:8][CH2:7][N:6]([CH:9]2[CH2:15][CH2:14][CH2:13][N:12]([C:16]([O:18][C:19]([CH3:22])([CH3:21])[CH3:20])=[O:17])[CH2:11][CH2:10]2)[CH2:5][CH2:4]1.[Li+].[OH-].Cl. Product: [C:19]([O:18][C:16]([N:12]1[CH2:13][CH2:14][CH2:15][CH:9]([N:6]2[CH2:7][CH2:8][C:3]([O:2][CH3:1])([C:23]([OH:25])=[O:24])[CH2:4][CH2:5]2)[CH2:10][CH2:11]1)=[O:17])([CH3:22])([CH3:21])[CH3:20]. The catalyst class is: 1. (3) The catalyst class is: 15. Product: [CH:29]1([CH2:28][N:27]2[C:22]3[CH:21]=[C:20]([C:11]4[NH:10][C:9]([C:3]5[C:4]([F:8])=[CH:5][CH:6]=[CH:7][C:2]=5[F:1])=[N:13][C:12]=4[C:14]4[CH:19]=[CH:18][CH:17]=[CH:16][CH:15]=4)[CH:25]=[CH:24][C:23]=3[N:26]=[CH:32]2)[CH2:30][CH2:31]1. Reactant: [F:1][C:2]1[CH:7]=[CH:6][CH:5]=[C:4]([F:8])[C:3]=1[C:9]1[NH:10][C:11]([C:20]2[CH:25]=[CH:24][C:23]([NH2:26])=[C:22]([NH:27][CH2:28][CH:29]3[CH2:31][CH2:30]3)[CH:21]=2)=[C:12]([C:14]2[CH:19]=[CH:18][CH:17]=[CH:16][CH:15]=2)[N:13]=1.[CH3:32]OC(OC)OC. (4) Reactant: [Cl:1][C:2]1[CH:3]=[C:4]([CH:27]=[CH:28][C:29]=1[Cl:30])[CH2:5][NH:6][C:7](=[O:26])[NH:8][C:9]1[S:10][CH:11]=[C:12]([CH2:14][O:15][CH2:16][CH2:17][NH:18]C(=O)OC(C)(C)C)[N:13]=1.Cl.C(OCC)C. Product: [ClH:1].[Cl:1][C:2]1[CH:3]=[C:4]([CH:27]=[CH:28][C:29]=1[Cl:30])[CH2:5][NH:6][C:7]([NH:8][C:9]1[S:10][CH:11]=[C:12]([CH2:14][O:15][CH2:16][CH2:17][NH2:18])[N:13]=1)=[O:26]. The catalyst class is: 12. (5) Reactant: [P:1]([O-:43])([O-:42])([O:3][C:4](C(C)(C)C)(C(C)(C)C)[N:5]1[CH:10]=[CH:9][C:8]([NH:11][C:12](=[O:32])[C:13]2[CH:18]=[CH:17][C:16]([C:19]([F:22])([F:21])[F:20])=[CH:15][C:14]=2[O:23][C:24]2[CH:29]=[CH:28][C:27]([F:30])=[CH:26][C:25]=2[CH3:31])=[CH:7][C:6]1=[O:33])=[O:2].C(O)(C)C. Product: [P:1]([OH:43])([OH:42])([O:3][CH2:4][N:5]1[CH:10]=[CH:9][C:8]([NH:11][C:12](=[O:32])[C:13]2[CH:18]=[CH:17][C:16]([C:19]([F:20])([F:22])[F:21])=[CH:15][C:14]=2[O:23][C:24]2[CH:29]=[CH:28][C:27]([F:30])=[CH:26][C:25]=2[CH3:31])=[CH:7][C:6]1=[O:33])=[O:2]. The catalyst class is: 15. (6) Reactant: C(OC([NH:8][C:9]1[CH:14]=[CH:13][N:12]2[N:15]=[CH:16][C:17](C(OCC)=O)=[C:11]2[CH:10]=1)=O)(C)(C)C. Product: [N:15]1[N:12]2[CH:13]=[CH:14][C:9]([NH2:8])=[CH:10][C:11]2=[CH:17][CH:16]=1. The catalyst class is: 82. (7) Reactant: C[O:2][C:3]1[CH:4]=[C:5]([C:9]2[N:10]=[C:11]([C:14]3[CH:19]=[CH:18][C:17]([O:20]C)=[CH:16][CH:15]=3)[S:12][CH:13]=2)[CH:6]=[CH:7][CH:8]=1. Product: [OH:20][C:17]1[CH:16]=[CH:15][C:14]([C:11]2[S:12][CH:13]=[C:9]([C:5]3[CH:4]=[C:3]([OH:2])[CH:8]=[CH:7][CH:6]=3)[N:10]=2)=[CH:19][CH:18]=1. The catalyst class is: 195. (8) Reactant: BrBr.[CH3:3][C:4]1([CH3:18])[CH2:7][C:6]([O:8][Si](C)(C)C)=[C:5]1[O:13][Si](C)(C)C.[OH-:19].[Na+]. Product: [OH:8][C:6]1([C:5]([OH:13])=[O:19])[CH2:7][C:4]1([CH3:3])[CH3:18]. The catalyst class is: 1. (9) Reactant: C(O)(C(F)(F)F)=O.C(OC(=O)[NH:14][CH2:15][C:16]1([C:19]2[O:20][C:21]([CH:24]3[CH2:30][CH2:29][C@@H:28]4[CH2:31][N:25]3[C:26](=[O:40])[N:27]4[O:32][CH2:33][C:34]3[CH:39]=[CH:38][CH:37]=[CH:36][CH:35]=3)=[N:22][N:23]=2)[CH2:18][CH2:17]1)(C)(C)C. Product: [NH2:14][CH2:15][C:16]1([C:19]2[O:20][C:21]([CH:24]3[CH2:30][CH2:29][C@@H:28]4[CH2:31][N:25]3[C:26](=[O:40])[N:27]4[O:32][CH2:33][C:34]3[CH:39]=[CH:38][CH:37]=[CH:36][CH:35]=3)=[N:22][N:23]=2)[CH2:17][CH2:18]1. The catalyst class is: 2. (10) Reactant: [H-].[Na+].[CH3:3][CH2:4][O:5][C:6]([CH:8](P(OCC)(OCC)=O)[F:9])=[O:7].[C:18]([C:21]1[O:25][C:24]2[C:26]([C:30]3[CH:35]=[C:34]([CH:36]([CH3:38])[CH3:37])[CH:33]=[C:32]([CH:39]([CH3:41])[CH3:40])[C:31]=3[O:42][CH2:43][CH:44]([F:46])[F:45])=[CH:27][CH:28]=[CH:29][C:23]=2[CH:22]=1)(=O)[CH3:19].O. Product: [CH2:4]([O:5][C:6](=[O:7])[C:8]([F:9])=[C:18]([C:21]1[O:25][C:24]2[C:26]([C:30]3[CH:35]=[C:34]([CH:36]([CH3:37])[CH3:38])[CH:33]=[C:32]([CH:39]([CH3:41])[CH3:40])[C:31]=3[O:42][CH2:43][CH:44]([F:46])[F:45])=[CH:27][CH:28]=[CH:29][C:23]=2[CH:22]=1)[CH3:19])[CH3:3]. The catalyst class is: 3.